Predict which catalyst facilitates the given reaction. From a dataset of Catalyst prediction with 721,799 reactions and 888 catalyst types from USPTO. (1) The catalyst class is: 8. Reactant: [CH3:1][C:2]([CH2:13][CH2:14][CH:15]=[C:16]([CH3:18])[CH3:17])=[CH:3][CH2:4][NH:5][C:6](=[O:12])[C:7]([O:9]CC)=O.[N:19]1[CH:24]=[CH:23][CH:22]=[CH:21][C:20]=1[CH2:25][CH2:26][NH2:27]. Product: [CH2:4]([NH:5][C:6](=[O:12])[C:7]([NH:27][CH2:26][CH2:25][C:20]1[CH:21]=[CH:22][CH:23]=[CH:24][N:19]=1)=[O:9])/[CH:3]=[C:2](/[CH2:13][CH2:14][CH:15]=[C:16]([CH3:17])[CH3:18])\[CH3:1]. (2) Reactant: [F:1][C:2]1[CH:32]=[CH:31][C:5]([CH2:6][NH:7][C:8]([C:10]2[N:11]=[C:12]3[N:17]([C:18](=[O:28])[C:19]=2[O:20][CH2:21][C:22]2[CH:27]=[CH:26][CH:25]=[CH:24][CH:23]=2)[CH2:16][CH2:15][O:14][C:13]3([CH3:30])[CH3:29])=[O:9])=[C:4]([C:33]#[C:34][CH2:35][OH:36])[CH:3]=1.C(N(CC)CC)C.[CH3:44][S:45](Cl)(=[O:47])=[O:46]. Product: [CH3:44][S:45]([O:36][CH2:35][C:34]#[C:33][C:4]1[CH:3]=[C:2]([F:1])[CH:32]=[CH:31][C:5]=1[CH2:6][NH:7][C:8]([C:10]1[N:11]=[C:12]2[N:17]([C:18](=[O:28])[C:19]=1[O:20][CH2:21][C:22]1[CH:27]=[CH:26][CH:25]=[CH:24][CH:23]=1)[CH2:16][CH2:15][O:14][C:13]2([CH3:30])[CH3:29])=[O:9])(=[O:47])=[O:46]. The catalyst class is: 96.